Dataset: Reaction yield outcomes from USPTO patents with 853,638 reactions. Task: Predict the reaction yield, written as a fraction of the theoretical maximum amount of product (1.0 means a 100% yield; for example, 0.34 means a 34% yield). (1) The reactants are C1C2C(COC(=O)[NH:17][C@H:18]3[CH2:22][C@@H:21]([C:23](=[O:35])[NH:24][C@H:25]4[C:34]5[C:29](=[CH:30][CH:31]=[CH:32][CH:33]=5)[CH2:28][CH2:27][CH2:26]4)[N:20]([C:36](=[O:58])[C@@H:37]([NH:44][C:45](=[O:57])[C@@H:46]([N:48]([C:50]([O:52][C:53]([CH3:56])([CH3:55])[CH3:54])=[O:51])[CH3:49])[CH3:47])[CH:38]4[CH2:43][CH2:42][CH2:41][CH2:40][CH2:39]4)[CH2:19]3)C3C(=CC=CC=3)C=2C=CC=1.N1CCCCC1. The catalyst is CN(C=O)C. The product is [C:53]([O:52][C:50](=[O:51])[N:48]([C@H:46]([C:45](=[O:57])[NH:44][C@@H:37]([CH:38]1[CH2:39][CH2:40][CH2:41][CH2:42][CH2:43]1)[C:36]([N:20]1[CH2:19][C@@H:18]([NH2:17])[CH2:22][C@H:21]1[C:23](=[O:35])[NH:24][C@H:25]1[C:34]2[C:29](=[CH:30][CH:31]=[CH:32][CH:33]=2)[CH2:28][CH2:27][CH2:26]1)=[O:58])[CH3:47])[CH3:49])([CH3:54])([CH3:55])[CH3:56]. The yield is 0.780. (2) The reactants are [F:1][C:2]1[C:3]([NH:9][C:10](=[O:12])[CH3:11])=[N:4][C:5]([OH:8])=[N:6][CH:7]=1.[CH2:13]([N:15]=[C:16]=[O:17])[CH3:14]. The catalyst is C1COCC1. The product is [C:10]([NH:9][C:3]1[C:2]([F:1])=[CH:7][N:6]([C:16]([NH:15][CH2:13][CH3:14])=[O:17])[C:5](=[O:8])[N:4]=1)(=[O:12])[CH3:11]. The yield is 0.990. (3) The reactants are [C:1]([O:5][C:6]([N:8]1[CH2:13][CH2:12][CH2:11][CH2:10][CH:9]1[CH2:14][C:15]([OH:17])=O)=[O:7])([CH3:4])([CH3:3])[CH3:2].C(N(CC)C(C)C)(C)C.CN([C:30]([O:34][N:35]1N=NC2C=CC=N[C:36]1=2)=[N+](C)C)C.F[P-](F)(F)(F)(F)F.CONC.Cl. The catalyst is CN(C=O)C. The product is [C:1]([O:5][C:6]([N:8]1[CH2:13][CH2:12][CH2:11][CH2:10][CH:9]1[CH2:14][C:15](=[O:17])[N:35]([O:34][CH3:30])[CH3:36])=[O:7])([CH3:2])([CH3:3])[CH3:4]. The yield is 0.900.